Task: Predict the product of the given reaction.. Dataset: Forward reaction prediction with 1.9M reactions from USPTO patents (1976-2016) (1) Given the reactants [O:1]1C=C[CH:3]=[CH:2]1.[C:6]([O:14][CH3:15])(=[O:13])/[CH:7]=[CH:8]\[C:9]([O:11][CH3:12])=[O:10].[Na+].[Br-].C[O:19][C:20]1[O:24][CH2:23]CC=1OC.[CH3:27][O:28][C:29]1(OC)CCC[O:30]1, predict the reaction product. The product is: [C:6]([O:14][CH3:15])(=[O:13])[CH2:7][CH2:8][C:9]([O:11][CH3:12])=[O:10].[C:7]([C:20]([O:24][CH3:23])=[O:19])([C:29]([O:28][CH3:27])=[O:30])([C:6]([O:14][CH3:15])=[O:13])[CH:8]([C:9]([O:11][CH3:12])=[O:10])[CH2:2][CH3:3].[CH3:2][O:1][CH:8]([CH2:7][C:6]([OH:14])=[O:13])[C:9]([OH:11])=[O:10]. (2) Given the reactants [Cl:1][C:2]1[N:10]=[C:9]2[C:5]([N:6]=[C:7]([CH2:13]N3CCN(C(C)(C)C(N)=O)CC3)[N:8]2[CH2:11][CH3:12])=[C:4]([N:26]2[CH2:31][CH2:30][O:29][CH2:28][CH2:27]2)[N:3]=1.[C:32]([O:36][C:37]([N:39]1[CH2:44][CH2:43][NH:42][CH2:41][C@@H:40]1[CH:45]([CH3:47])[CH3:46])=[O:38])([CH3:35])([CH3:34])[CH3:33], predict the reaction product. The product is: [C:32]([O:36][C:37]([N:39]1[CH2:44][CH2:43][N:42]([CH2:13][C:7]2[N:8]([CH2:11][CH3:12])[C:9]3[C:5]([N:6]=2)=[C:4]([N:26]2[CH2:27][CH2:28][O:29][CH2:30][CH2:31]2)[N:3]=[C:2]([Cl:1])[N:10]=3)[CH2:41][C@@H:40]1[CH:45]([CH3:47])[CH3:46])=[O:38])([CH3:35])([CH3:34])[CH3:33].